This data is from Catalyst prediction with 721,799 reactions and 888 catalyst types from USPTO. The task is: Predict which catalyst facilitates the given reaction. Reactant: C([O:4][C@@H:5]1[C@@H:10]([O:11]C(=O)C)[C@H:9]([O:15]C(=O)C)[C@@H:8]([CH2:19][O:20]C(=O)C)[O:7][C@H:6]1[O:24][C:25]1[C:26]([O:28][C@H:29]([C@H:32]([CH2:34][OH:35])[OH:33])[C:30]=1[OH:31])=[O:27])(=O)C.C(=O)([O-])[O-].[K+].[K+]. The catalyst class is: 24. Product: [C@@H:6]1([O:24][C:25]2[C:26]([O:28][C@H:29]([C@H:32]([CH2:34][OH:35])[OH:33])[C:30]=2[OH:31])=[O:27])[O:7][C@H:8]([CH2:19][OH:20])[C@@H:9]([OH:15])[C@H:10]([OH:11])[C@H:5]1[OH:4].